From a dataset of NCI-60 drug combinations with 297,098 pairs across 59 cell lines. Regression. Given two drug SMILES strings and cell line genomic features, predict the synergy score measuring deviation from expected non-interaction effect. Drug 1: CC1=CC=C(C=C1)C2=CC(=NN2C3=CC=C(C=C3)S(=O)(=O)N)C(F)(F)F. Drug 2: C1=NC2=C(N1)C(=S)N=CN2. Cell line: CAKI-1. Synergy scores: CSS=26.4, Synergy_ZIP=-0.484, Synergy_Bliss=3.46, Synergy_Loewe=-28.9, Synergy_HSA=0.994.